This data is from Reaction yield outcomes from USPTO patents with 853,638 reactions. The task is: Predict the reaction yield, written as a fraction of the theoretical maximum amount of product (1.0 means a 100% yield; for example, 0.34 means a 34% yield). (1) The reactants are [C:1]([C:3]([C:6]1[CH:7]=[C:8]([CH:37]=[CH:38][CH:39]=1)[C:9]([NH:11][C:12]1[CH:13]=[CH:14][C:15]([CH3:36])=[C:16]([NH:18][C:19]([C:21]2[S:35][C:24]3=[N:25][CH:26]=[C:27](C4C=NC=CC=4)[N:28]=[C:23]3[CH:22]=2)=[O:20])[CH:17]=1)=[O:10])([CH3:5])[CH3:4])#[N:2].[CH3:40][N:41]([CH3:57])[C:42]1[N:47]=[CH:46][C:45](B2OC(C)(C)C(C)(C)O2)=[CH:44][N:43]=1. No catalyst specified. The product is [C:1]([C:3]([C:6]1[CH:7]=[C:8]([CH:37]=[CH:38][CH:39]=1)[C:9]([NH:11][C:12]1[CH:13]=[CH:14][C:15]([CH3:36])=[C:16]([NH:18][C:19]([C:21]2[S:35][C:24]3=[N:25][CH:26]=[C:27]([C:45]4[CH:46]=[N:47][C:42]([N:41]([CH3:40])[CH3:57])=[N:43][CH:44]=4)[N:28]=[C:23]3[CH:22]=2)=[O:20])[CH:17]=1)=[O:10])([CH3:5])[CH3:4])#[N:2]. The yield is 0.130. (2) The reactants are [BH4-].[Na+].[O:3]=[C:4]1[CH:9]2[CH2:10][CH:6]([CH2:7][CH:8]2[NH:11][C:12](=[O:21])[O:13][CH2:14][C:15]2[CH:20]=[CH:19][CH:18]=[CH:17][CH:16]=2)[O:5]1.[Cl-].[Cl-].[Ca+2].Cl. The catalyst is C(O)C. The yield is 0.750. The product is [OH:5][CH:6]1[CH2:7][CH:8]([NH:11][C:12](=[O:21])[O:13][CH2:14][C:15]2[CH:20]=[CH:19][CH:18]=[CH:17][CH:16]=2)[CH:9]([CH2:4][OH:3])[CH2:10]1. (3) The reactants are [NH:1]([C:3]1[N:8]=[CH:7][C:6]([C:9]2[CH:10]=[CH:11][C:12](=[O:17])[N:13]([CH2:15][CH3:16])[CH:14]=2)=[CH:5][CH:4]=1)[NH2:2].N(C1C=CC=CC=1)=[C:19]=[S:20]. The catalyst is CN1C(=O)CCC1.C(Cl)Cl. The product is [SH:20][C:19]1[N:8]2[CH:7]=[C:6]([C:9]3[CH:10]=[CH:11][C:12](=[O:17])[N:13]([CH2:15][CH3:16])[CH:14]=3)[CH:5]=[CH:4][C:3]2=[N:1][N:2]=1. The yield is 0.423.